From a dataset of Full USPTO retrosynthesis dataset with 1.9M reactions from patents (1976-2016). Predict the reactants needed to synthesize the given product. (1) Given the product [Cl:1][C:2]1[CH:7]=[C:6]([C:8]2[CH:9]=[CH:10][C:11]([Cl:14])=[CH:12][CH:13]=2)[CH:5]=[CH:4][C:3]=1[CH:15]([C:35]([C:32]1([Cl:31])[CH2:34][CH2:33]1)=[O:36])[C:16]([O:18][CH2:19][CH3:20])=[O:17], predict the reactants needed to synthesize it. The reactants are: [Cl:1][C:2]1[CH:7]=[C:6]([C:8]2[CH:13]=[CH:12][C:11]([Cl:14])=[CH:10][CH:9]=2)[CH:5]=[CH:4][C:3]=1[CH2:15][C:16]([O:18][CH2:19][CH3:20])=[O:17].[Li+].C[Si]([N-][Si](C)(C)C)(C)C.[Cl:31][C:32]1([C:35](OC2C(F)=C(F)C(F)=C(F)C=2F)=[O:36])[CH2:34][CH2:33]1. (2) Given the product [N:10]1([CH:6]2[CH2:7][CH2:8][CH2:9][N:4]([CH2:3][CH2:2][NH:1][C:23]([NH:25][CH2:29][CH2:28][OH:38])=[S:24])[CH2:5]2)[C:21]2=[C:22]3[C:17](=[CH:18][CH:19]=[CH:20]2)[CH:16]=[N:15][CH:14]=[C:13]3[CH2:12][CH2:11]1, predict the reactants needed to synthesize it. The reactants are: [NH2:1][CH2:2][CH2:3][N:4]1[CH2:9][CH2:8][CH2:7][CH:6]([N:10]2[C:21]3=[C:22]4[C:17](=[CH:18][CH:19]=[CH:20]3)[CH:16]=[N:15][CH:14]=[C:13]4[CH2:12][CH2:11]2)[CH2:5]1.[C:23](N1C=CN=C1)([N:25]1[CH:29]=[CH:28]N=C1)=[S:24].NCC[OH:38]. (3) The reactants are: [CH3:1][N:2]([CH2:13][C:14]1[N:18]([CH2:19][CH2:20][CH2:21][N:22]2[CH2:27][CH2:26][NH:25][CH2:24][CH2:23]2)[C:17]2[CH:28]=[CH:29][CH:30]=[CH:31][C:16]=2[N:15]=1)[CH:3]1[C:12]2[N:11]=[CH:10][CH:9]=[CH:8][C:7]=2[CH2:6][CH2:5][CH2:4]1.[CH3:32]N(CC1N(CC2CCCN(C)C2)C2C=CC=CC=2N=1)C1C2N=CC=CC=2CCC1. Given the product [CH3:1][N:2]([CH2:13][C:14]1[N:18]([CH2:19][CH2:20][CH2:21][N:22]2[CH2:27][CH2:26][N:25]([CH3:32])[CH2:24][CH2:23]2)[C:17]2[CH:28]=[CH:29][CH:30]=[CH:31][C:16]=2[N:15]=1)[CH:3]1[C:12]2[N:11]=[CH:10][CH:9]=[CH:8][C:7]=2[CH2:6][CH2:5][CH2:4]1, predict the reactants needed to synthesize it. (4) Given the product [CH3:13][O:12][C:9]1[CH:10]=[C:11]2[C:6](=[CH:7][C:8]=1[O:14][CH2:15][CH2:16][CH2:17][N:18]1[CH2:23][CH2:22][CH2:21][CH2:20][CH2:19]1)[N:5]=[C:4]([O:30][C:31]1[C:32]([N+:40]([O-:42])=[O:41])=[C:33]3[C:37](=[CH:38][CH:39]=1)[NH:36][CH:35]=[CH:34]3)[N:3]=[CH:2]2, predict the reactants needed to synthesize it. The reactants are: Cl[C:2]1[C:11]2[C:6](=[CH:7][C:8]([O:14][CH2:15][CH2:16][CH2:17][N:18]3[CH2:23][CH2:22][CH2:21][CH2:20][CH2:19]3)=[C:9]([O:12][CH3:13])[CH:10]=2)[N:5]=[CH:4][N:3]=1.C(=O)([O-])[O-].[K+].[K+].[OH:30][C:31]1[C:32]([N+:40]([O-:42])=[O:41])=[C:33]2[C:37](=[CH:38][CH:39]=1)[NH:36][CH:35]=[CH:34]2.